Dataset: Full USPTO retrosynthesis dataset with 1.9M reactions from patents (1976-2016). Task: Predict the reactants needed to synthesize the given product. (1) The reactants are: Br[C:2]1[C:6]2=[N:7][CH:8]=[CH:9][CH:10]=[C:5]2[N:4]([CH2:11][CH3:12])[N:3]=1.[CH3:13][O:14][C:15]1[N:20]=[CH:19][C:18](B(O)O)=[CH:17][CH:16]=1.CC(C1C=C(C(C)C)C(C2C=CC=CC=2P(C2CCCCC2)C2CCCCC2)=C(C(C)C)C=1)C.C([O-])([O-])=O.[Cs+].[Cs+]. Given the product [CH2:11]([N:4]1[C:5]2[C:6](=[N:7][CH:8]=[CH:9][CH:10]=2)[C:2]([C:18]2[CH:19]=[N:20][C:15]([O:14][CH3:13])=[CH:16][CH:17]=2)=[N:3]1)[CH3:12], predict the reactants needed to synthesize it. (2) Given the product [N:18]1([C:16]2[CH:15]=[CH:14][N:13]=[C:12]([NH:11][C:8]3[CH:7]=[CH:6][C:5]([C:4]([OH:23])=[O:3])=[CH:10][CH:9]=3)[N:17]=2)[CH:22]=[CH:21][N:20]=[CH:19]1, predict the reactants needed to synthesize it. The reactants are: C([O:3][C:4](=[O:23])[C:5]1[CH:10]=[CH:9][C:8]([NH:11][C:12]2[N:17]=[C:16]([N:18]3[CH:22]=[CH:21][N:20]=[CH:19]3)[CH:15]=[CH:14][N:13]=2)=[CH:7][CH:6]=1)C.C(OC(=O)C1C=CC(NC2N=C(C3C=NC=CC=3)C=CN=2)=CC=1)C. (3) Given the product [CH3:28][O:27][C:20]1[CH:21]=[N:22][C:23]2[C:18]([CH:19]=1)=[C:17]([NH:16][C:15]([CH:11]1[CH2:12][CH2:13][CH2:14][CH:9]([CH2:8][NH2:7])[CH2:10]1)=[O:29])[CH:26]=[CH:25][CH:24]=2, predict the reactants needed to synthesize it. The reactants are: C(OC(=O)[NH:7][CH2:8][CH:9]1[CH2:14][CH2:13][CH2:12][CH:11]([C:15](=[O:29])[NH:16][C:17]2[CH:26]=[CH:25][CH:24]=[C:23]3[C:18]=2[CH:19]=[C:20]([O:27][CH3:28])[CH:21]=[N:22]3)[CH2:10]1)(C)(C)C.B(F)(F)F.CCOCC. (4) Given the product [CH2:25]([O:16][C:14](=[O:15])[C:13]([O:1][C:2]1[CH:9]=[CH:8][CH:7]=[C:4]([C:5]#[N:6])[CH:3]=1)([CH3:12])[CH3:17])[CH3:26], predict the reactants needed to synthesize it. The reactants are: [OH:1][C:2]1[CH:3]=[C:4]([CH:7]=[CH:8][CH:9]=1)[C:5]#[N:6].C([CH2:12][C:13](Br)([CH3:17])[C:14]([O-:16])=[O:15])C.C(=O)([O-])[O-].[K+].[K+].[C:25](#N)[CH3:26]. (5) Given the product [CH3:10][C:8]1[N:9]=[C:5]([NH:4][C:1](=[O:3])[CH3:2])[S:6][C:7]=1[C:11]1[N:12]=[C:13]([C:16]([N:22]2[CH2:23][CH2:24][NH:19][C:20](=[O:25])[CH2:21]2)=[O:17])[S:14][CH:15]=1, predict the reactants needed to synthesize it. The reactants are: [C:1]([NH:4][C:5]1[S:6][C:7]([C:11]2[N:12]=[C:13]([C:16](Cl)=[O:17])[S:14][CH:15]=2)=[C:8]([CH3:10])[N:9]=1)(=[O:3])[CH3:2].[NH:19]1[CH2:24][CH2:23][NH:22][CH2:21][C:20]1=[O:25].C(N(CC)CC)C. (6) Given the product [OH:1][C:2]1[CH:7]=[C:6]([N:8]2[CH2:13][CH2:12][O:11][CH2:10][CH2:9]2)[CH:5]=[C:4]2[C:3]=1[C:15](=[O:17])[CH:16]=[C:24]([C:25]1[CH:30]=[CH:29][C:28]([O:31][CH3:32])=[CH:27][CH:26]=1)[O:14]2, predict the reactants needed to synthesize it. The reactants are: [OH:1][C:2]1[CH:7]=[C:6]([N:8]2[CH2:13][CH2:12][O:11][CH2:10][CH2:9]2)[CH:5]=[C:4]([OH:14])[C:3]=1[C:15](=[O:17])[CH3:16].C([O-])([O-])=O.[K+].[K+].[C:24](Cl)(=O)[C:25]1[CH:30]=[CH:29][C:28]([O:31][CH3:32])=[CH:27][CH:26]=1.O. (7) The reactants are: [O:1]1[C:5]2[CH:6]=[CH:7][CH:8]=[CH:9][C:4]=2[C:3]([N:10]2[CH2:15][CH2:14][N:13]([CH2:16][CH2:17][CH2:18][C:19]3[CH:20]=[C:21]4[C:25](=[CH:26][CH:27]=3)[C:24]([CH3:29])([CH3:28])[CH:23]([OH:30])[C:22]4([CH3:32])[CH3:31])[CH2:12][CH2:11]2)=[N:2]1.[CH3:33][S:34](O)(=[O:36])=[O:35]. Given the product [CH3:33][S:34]([O:30][CH:23]1[C:22]([CH3:32])([CH3:31])[C:21]2[C:25](=[CH:26][CH:27]=[C:19]([CH2:18][CH2:17][CH2:16][N:13]3[CH2:14][CH2:15][N:10]([C:3]4[C:4]5[CH:9]=[CH:8][CH:7]=[CH:6][C:5]=5[O:1][N:2]=4)[CH2:11][CH2:12]3)[CH:20]=2)[C:24]1([CH3:28])[CH3:29])(=[O:36])=[O:35], predict the reactants needed to synthesize it.